This data is from Reaction yield outcomes from USPTO patents with 853,638 reactions. The task is: Predict the reaction yield, written as a fraction of the theoretical maximum amount of product (1.0 means a 100% yield; for example, 0.34 means a 34% yield). (1) The reactants are N1CCCCC1.[NH:7](C(OCC1C2C(=CC=CC=2)C2C1=CC=CC=2)=O)[C@H:8]([C:12]([N:14]1[CH2:21][CH2:20][CH2:19][C@H:15]1[C:16]([OH:18])=[O:17])=[O:13])[CH:9]([CH3:11])[CH3:10].[CH3:39][C@@H:40]1[O:45][C@@H:44]([O:46][C@@H:47]2[C:52]3=[C:53]([OH:70])[C:54]4[C:66](=[O:67])[C:65]5[C:60](=[CH:61][CH:62]=[CH:63][C:64]=5[O:68][CH3:69])[C:58](=[O:59])[C:55]=4[C:56]([OH:57])=[C:51]3[CH2:50][C@@:49]([OH:75])([C:71]([CH2:73][OH:74])=[O:72])[CH2:48]2)[CH2:43][C@H:42]([NH2:76])[C@@H:41]1[OH:77]. The catalyst is CN(C)C=O. The product is [NH2:7][C@H:8]([C:12]([N:14]1[CH2:21][CH2:20][CH2:19][C@H:15]1[C:16]([OH:18])=[O:17])=[O:13])[CH:9]([CH3:11])[CH3:10].[CH3:39][C@@H:40]1[O:45][C@@H:44]([O:46][C@@H:47]2[C:52]3=[C:53]([OH:70])[C:54]4[C:66](=[O:67])[C:65]5[C:60](=[CH:61][CH:62]=[CH:63][C:64]=5[O:68][CH3:69])[C:58](=[O:59])[C:55]=4[C:56]([OH:57])=[C:51]3[CH2:50][C@@:49]([OH:75])([C:71]([CH2:73][OH:74])=[O:72])[CH2:48]2)[CH2:43][C@H:42]([NH2:76])[C@@H:41]1[OH:77]. The yield is 0.500. (2) The reactants are C([O:8][C:9]1[CH:14]=[CH:13][C:12]([CH2:15][CH2:16]Br)=[CH:11][C:10]=1[F:18])C1C=CC=CC=1.[NH:19]1[CH2:24][CH2:23][O:22][CH2:21][CH2:20]1.C([O-])([O-])=O.[K+].[K+].O. The catalyst is CN(C=O)C. The product is [F:18][C:10]1[CH:11]=[C:12]([CH2:15][CH2:16][N:19]2[CH2:24][CH2:23][O:22][CH2:21][CH2:20]2)[CH:13]=[CH:14][C:9]=1[OH:8]. The yield is 0.930. (3) The reactants are Cl.Cl.[NH2:3][CH2:4][C@@H:5]([NH2:7])[CH3:6].[C:8](O[C:8]([O:10][C:11]([CH3:14])([CH3:13])[CH3:12])=[O:9])([O:10][C:11]([CH3:14])([CH3:13])[CH3:12])=[O:9].[OH-].[Na+]. The catalyst is CO.O. The product is [C:11]([O:10][C:8](=[O:9])[NH:3][CH2:4][C@@H:5]([NH2:7])[CH3:6])([CH3:14])([CH3:13])[CH3:12]. The yield is 0.420.